From a dataset of Full USPTO retrosynthesis dataset with 1.9M reactions from patents (1976-2016). Predict the reactants needed to synthesize the given product. (1) Given the product [CH2:1]([O:3][C:4](=[O:28])[CH2:5][C@H:6]1[CH2:11][CH2:10][C@H:9]([CH2:12][N:13]([CH2:26][CH3:27])[C:14]2[C:19]([CH2:20][OH:21])=[CH:18][C:17]([C:22]([F:24])([F:25])[F:23])=[CH:16][N:15]=2)[CH2:8][CH2:7]1)[CH3:2], predict the reactants needed to synthesize it. The reactants are: [CH2:1]([O:3][C:4](=[O:28])[CH2:5][C@H:6]1[CH2:11][CH2:10][C@H:9]([CH2:12][N:13]([CH2:26][CH3:27])[C:14]2[C:19]([CH:20]=[O:21])=[CH:18][C:17]([C:22]([F:25])([F:24])[F:23])=[CH:16][N:15]=2)[CH2:8][CH2:7]1)[CH3:2].[BH4-].[Na+].[Cl-].[NH4+].O. (2) Given the product [OH:39][C@@H:46]1[C@@H:44]([OH:47])[CH2:45][CH2:8][C:7](=[O:28])[O:6][C@H:5]([C:29]2[CH:34]=[CH:33][CH:32]=[CH:31][CH:30]=2)[CH2:4][NH:3][C:2](=[O:1])[C@H:13]([CH2:14][C:15]([NH:17][C@H:18]2[C:27]3[C:22](=[CH:23][CH:24]=[CH:25][CH:26]=3)[CH2:21][CH2:20][CH2:19]2)=[O:16])[CH2:12]1, predict the reactants needed to synthesize it. The reactants are: [O:1]=[C:2]1[C@H:13]([CH2:14][C:15]([NH:17][C@H:18]2[C:27]3[C:22](=[CH:23][CH:24]=[CH:25][CH:26]=3)[CH2:21][CH2:20][CH2:19]2)=[O:16])[CH2:12]C=CC[CH2:8][C:7](=[O:28])[O:6][C@H:5]([C:29]2[CH:34]=[CH:33][CH:32]=[CH:31][CH:30]=2)[CH2:4][NH:3]1.C[N+]1([O-])CC[O:39]CC1.C[C:44]([OH:47])([CH3:46])[CH3:45]. (3) Given the product [CH2:25]([O:24][C:22]([C:21]1[CH:27]=[C:17]([N:7]2[CH2:6][CH:5]3[CH2:1][N:2]([C:9]([O:11][C:12]([CH3:15])([CH3:14])[CH3:13])=[O:10])[CH2:3][CH:4]3[CH2:8]2)[CH:18]=[N:19][CH:20]=1)=[O:23])[CH3:26], predict the reactants needed to synthesize it. The reactants are: [CH2:1]1[CH:5]2[CH2:6][NH:7][CH2:8][CH:4]2[CH2:3][N:2]1[C:9]([O:11][C:12]([CH3:15])([CH3:14])[CH3:13])=[O:10].Br[C:17]1[CH:18]=[N:19][CH:20]=[C:21]([CH:27]=1)[C:22]([O:24][CH2:25][CH3:26])=[O:23].C1(P(C2C=CC=CC=2)C2C3OC4C(=CC=CC=4P(C4C=CC=CC=4)C4C=CC=CC=4)C(C)(C)C=3C=CC=2)C=CC=CC=1.C(=O)([O-])[O-].[Cs+].[Cs+]. (4) Given the product [CH3:3][O:4][C:5]1[N:10]=[CH:9][C:8]([N:11]2[C:15]([C:16]([OH:18])=[O:17])=[CH:14][C:13]([Si:21]([CH3:22])([CH3:24])[CH3:23])=[N:12]2)=[CH:7][CH:6]=1, predict the reactants needed to synthesize it. The reactants are: [OH-].[Na+].[CH3:3][O:4][C:5]1[N:10]=[CH:9][C:8]([N:11]2[C:15]([C:16]([O:18]CC)=[O:17])=[CH:14][C:13]([Si:21]([CH3:24])([CH3:23])[CH3:22])=[N:12]2)=[CH:7][CH:6]=1. (5) Given the product [CH2:20]([S:27]([C:30]1[CH:35]=[CH:34][C:33]([CH3:36])=[C:32]([C:18]#[C:17][C:10]2[CH:11]=[C:12]([C:15]#[N:16])[CH:13]=[CH:14][C:9]=2[O:8][CH2:7][C:6]([OH:5])=[O:19])[CH:31]=1)(=[O:29])=[O:28])[C:21]1[CH:22]=[CH:23][CH:24]=[CH:25][CH:26]=1, predict the reactants needed to synthesize it. The reactants are: C([O:5][C:6](=[O:19])[CH2:7][O:8][C:9]1[CH:14]=[CH:13][C:12]([C:15]#[N:16])=[CH:11][C:10]=1[C:17]#[CH:18])(C)(C)C.[CH2:20]([S:27]([C:30]1[CH:35]=[CH:34][C:33]([CH3:36])=[C:32](Br)[CH:31]=1)(=[O:29])=[O:28])[C:21]1[CH:26]=[CH:25][CH:24]=[CH:23][CH:22]=1. (6) The reactants are: [NH2:1][C:2]1[CH:7]=[CH:6][C:5]([CH:8]2[C:17]([CH3:19])([CH3:18])[CH2:16][C:15]3[C:10](=[CH:11][CH:12]=[C:13]([C:20]([O:22]C)=[O:21])[CH:14]=3)[NH:9]2)=[CH:4][CH:3]=1.[OH-].[Na+]. Given the product [NH2:1][C:2]1[CH:3]=[CH:4][C:5]([CH:8]2[C:17]([CH3:18])([CH3:19])[CH2:16][C:15]3[C:10](=[CH:11][CH:12]=[C:13]([C:20]([OH:22])=[O:21])[CH:14]=3)[NH:9]2)=[CH:6][CH:7]=1, predict the reactants needed to synthesize it. (7) Given the product [C:18]([O:17][C:15]([N:11]1[CH2:10][CH2:9][C:8]2[C:13](=[CH:14][C:5]([C:22]([OH:24])=[O:23])=[CH:6][CH:7]=2)[CH2:12]1)=[O:16])([CH3:21])([CH3:19])[CH3:20], predict the reactants needed to synthesize it. The reactants are: O.[OH-].[Li+].C[C:5]1([C:22]([O-:24])=[O:23])[CH:14]=[C:13]2[C:8]([CH2:9][CH2:10][N:11]([C:15]([O:17][C:18]([CH3:21])([CH3:20])[CH3:19])=[O:16])[CH2:12]2)=[CH:7][CH2:6]1. (8) Given the product [CH:1](=[C:12](/[CH2:13][CH2:14][CH2:15][CH2:16][CH2:17][CH3:18])\[C:10](=[O:9])[CH3:11])/[C:2]1[CH:7]=[CH:6][CH:5]=[CH:4][CH:3]=1, predict the reactants needed to synthesize it. The reactants are: [CH:1](=O)[C:2]1[CH:7]=[CH:6][CH:5]=[CH:4][CH:3]=1.[O:9]=[C:10]([CH:12](P(=O)(OCC)OCC)[CH2:13][CH2:14][CH2:15][CH2:16][CH2:17][CH3:18])[CH3:11]. (9) Given the product [N:1]1([S:6]([C:9]2[CH:10]=[C:11]([C:15]3[N:23]4[C:18]([CH:19]=[N:20][C:21]([NH:25][C:26]5[CH:27]=[CH:28][C:29]6[N:33]=[C:32]([CH2:34][OH:35])[NH:31][C:30]=6[CH:36]=5)=[N:22]4)=[CH:17][CH:16]=3)[CH:12]=[CH:13][CH:14]=2)(=[O:7])=[O:8])[CH2:2][CH2:3][CH2:4][CH2:5]1, predict the reactants needed to synthesize it. The reactants are: [N:1]1([S:6]([C:9]2[CH:10]=[C:11]([C:15]3[N:23]4[C:18]([CH:19]=[N:20][C:21](O)=[N:22]4)=[CH:17][CH:16]=3)[CH:12]=[CH:13][CH:14]=2)(=[O:8])=[O:7])[CH2:5][CH2:4][CH2:3][CH2:2]1.[NH2:25][C:26]1[CH:27]=[CH:28][C:29]2[N:33]=[C:32]([CH2:34][OH:35])[NH:31][C:30]=2[CH:36]=1.C1(N)C(F)=C(F)C(F)=C(N)C=1F.Cl.Cl.